This data is from Reaction yield outcomes from USPTO patents with 853,638 reactions. The task is: Predict the reaction yield, written as a fraction of the theoretical maximum amount of product (1.0 means a 100% yield; for example, 0.34 means a 34% yield). (1) The reactants are [N:1]#[C:2]Br.[Br:4][C:5]1[CH:11]=[CH:10][C:8]([NH2:9])=[CH:7][C:6]=1[O:12][CH3:13]. The catalyst is CCOCC.C1COCC1. The product is [Br:4][C:5]1[CH:11]=[CH:10][C:8]([NH:9][C:2]#[N:1])=[CH:7][C:6]=1[O:12][CH3:13]. The yield is 0.120. (2) The reactants are [NH2:1][C@H:2]([CH2:10][OH:11])[CH2:3][C:4]1[CH:9]=[CH:8][CH:7]=[CH:6][CH:5]=1.C(O)(=O)C.[CH:16](=O)[C:17]1[CH:22]=[CH:21][CH:20]=[CH:19][CH:18]=1.C([BH3-])#N.[Na+]. The catalyst is CO. The product is [CH2:16]([NH:1][C@H:2]([CH2:10][OH:11])[CH2:3][C:4]1[CH:5]=[CH:6][CH:7]=[CH:8][CH:9]=1)[C:17]1[CH:22]=[CH:21][CH:20]=[CH:19][CH:18]=1. The yield is 0.810. (3) The reactants are Cl.[O:2]=[C:3]1[CH:8]([N:9]2[C:17](=[O:18])[C:16]3[C:11](=[CH:12][CH:13]=[CH:14][C:15]=3[CH2:19][NH:20][CH3:21])[C:10]2=[O:22])[CH2:7][CH2:6][C:5](=[O:23])[NH:4]1.[CH3:24][C:25]1[CH:26]=[C:27]([N:32]=[C:33]=[O:34])[CH:28]=[CH:29][C:30]=1[CH3:31]. The catalyst is C(Cl)Cl. The product is [CH3:24][C:25]1[CH:26]=[C:27]([NH:32][C:33](=[O:34])[N:20]([CH2:19][C:15]2[CH:14]=[CH:13][CH:12]=[C:11]3[C:16]=2[C:17](=[O:18])[N:9]([CH:8]2[CH2:7][CH2:6][C:5](=[O:23])[NH:4][C:3]2=[O:2])[C:10]3=[O:22])[CH3:21])[CH:28]=[CH:29][C:30]=1[CH3:31]. The yield is 0.590. (4) The reactants are [C:1]([O:5][C:6]([N:8]1[CH2:13][CH:12]2[C:10]([C:14]3[CH:19]=[CH:18][C:17](Br)=[CH:16][CH:15]=3)([CH2:11]2)[CH2:9]1)=[O:7])([CH3:4])([CH3:3])[CH3:2].CC(C)([O-])C.[Na+].[CH2:27]([NH2:34])[C:28]1[CH:33]=[CH:32][CH:31]=[CH:30][CH:29]=1. The catalyst is C1(C)C=CC=CC=1.C1C=CC(/C=C/C(/C=C/C2C=CC=CC=2)=O)=CC=1.C1C=CC(/C=C/C(/C=C/C2C=CC=CC=2)=O)=CC=1.C1C=CC(/C=C/C(/C=C/C2C=CC=CC=2)=O)=CC=1.[Pd].[Pd].C1C=CC(P(C2C(C3C(P(C4C=CC=CC=4)C4C=CC=CC=4)=CC=C4C=3C=CC=C4)=C3C(C=CC=C3)=CC=2)C2C=CC=CC=2)=CC=1. The product is [C:1]([O:5][C:6]([N:8]1[CH2:13][CH:12]2[C:10]([C:14]3[CH:19]=[CH:18][C:17]([NH:34][CH2:27][C:28]4[CH:33]=[CH:32][CH:31]=[CH:30][CH:29]=4)=[CH:16][CH:15]=3)([CH2:11]2)[CH2:9]1)=[O:7])([CH3:4])([CH3:3])[CH3:2]. The yield is 0.800. (5) The reactants are [Cl:1][C:2]1[C:9]([CH3:10])=[C:8]([NH:11][C@@H:12]([C:16]2[O:17][C:18]([C:21]3[CH:26]=[CH:25][C:24]([OH:27])=[CH:23][CH:22]=3)=[N:19][N:20]=2)[C@@H:13]([OH:15])[CH3:14])[CH:7]=[CH:6][C:3]=1[C:4]#[N:5].[C:28](Cl)(=[O:35])[C:29]1[CH:34]=[CH:33][CH:32]=[CH:31][CH:30]=1. The catalyst is N1C=CC=CC=1.C(Cl)Cl. The product is [C:28]([O:27][C:24]1[CH:23]=[CH:22][C:21]([C:18]2[O:17][C:16]([C@H:12]([NH:11][C:8]3[CH:7]=[CH:6][C:3]([C:4]#[N:5])=[C:2]([Cl:1])[C:9]=3[CH3:10])[C@@H:13]([O:15][C:18](=[O:17])[C:21]3[CH:26]=[CH:25][CH:24]=[CH:23][CH:22]=3)[CH3:14])=[N:20][N:19]=2)=[CH:26][CH:25]=1)(=[O:35])[C:29]1[CH:34]=[CH:33][CH:32]=[CH:31][CH:30]=1. The yield is 0.820.